From a dataset of Forward reaction prediction with 1.9M reactions from USPTO patents (1976-2016). Predict the product of the given reaction. (1) The product is: [Br:1][C:2]1[C:3]([O:13][CH3:14])=[C:4]([Cl:12])[C:5]([OH:11])=[C:6]([CH:10]=1)[C:7]([O:9][CH3:15])=[O:8]. Given the reactants [Br:1][C:2]1[C:3]([O:13][CH3:14])=[C:4]([Cl:12])[C:5]([OH:11])=[C:6]([CH:10]=1)[C:7]([OH:9])=[O:8].[C:15](Cl)(=O)C(Cl)=O, predict the reaction product. (2) Given the reactants Cl[C:2]1[CH:3]=[C:4]([CH:8]([C:10]2[C:15](=[O:16])[CH:14]=[CH:13][N:12]([C:17]3[CH:18]=[N:19][N:20]([CH3:22])[CH:21]=3)[N:11]=2)[CH3:9])[CH:5]=[CH:6][CH:7]=1.CN1C=C(N2C=CC(=O)C(CC3C=CC=C([B:43]4[O:47][C:46]([CH3:49])([CH3:48])[C:45]([CH3:51])([CH3:50])[O:44]4)C=3)=N2)C=N1, predict the reaction product. The product is: [CH3:22][N:20]1[CH:21]=[C:17]([N:12]2[CH:13]=[CH:14][C:15](=[O:16])[C:10]([CH:8]([C:4]3[CH:5]=[CH:6][CH:7]=[C:2]([B:43]4[O:47][C:46]([CH3:49])([CH3:48])[C:45]([CH3:51])([CH3:50])[O:44]4)[CH:3]=3)[CH3:9])=[N:11]2)[CH:18]=[N:19]1. (3) Given the reactants [Cl:1][C:2]1[CH:7]=[CH:6][C:5]([N:8]([C:18]2[CH:23]=[CH:22][C:21]([Cl:24])=[CH:20][CH:19]=2)[C:9]2[CH:14]=[CH:13][C:12](B(O)O)=[CH:11][CH:10]=2)=[CH:4][CH:3]=1.I[C:26]1[CH:31]=[CH:30][C:29]([C:32]([CH3:36])([CH3:35])[C:33]#[N:34])=[CH:28][CH:27]=1.O1CCCC1.C(=O)([O-])[O-].[Na+].[Na+], predict the reaction product. The product is: [Cl:1][C:2]1[CH:7]=[CH:6][C:5]([N:8]([C:18]2[CH:23]=[CH:22][C:21]([Cl:24])=[CH:20][CH:19]=2)[C:9]2[CH:14]=[CH:13][C:12]([C:26]3[CH:31]=[CH:30][C:29]([C:32]([CH3:36])([CH3:35])[C:33]#[N:34])=[CH:28][CH:27]=3)=[CH:11][CH:10]=2)=[CH:4][CH:3]=1. (4) Given the reactants CC1(C)CCCC(C)(C)N1.C(=O)=O.[Li][CH2:15][CH2:16][CH2:17][CH3:18].[C:19]([OH:27])(=[O:26])[C:20]1C=[CH:24][N:23]=[CH:22][CH:21]=1.C(=O)CC, predict the reaction product. The product is: [CH2:17]([CH:16]1[C:15]2[CH:24]=[N:23][CH:22]=[CH:21][C:20]=2[C:19](=[O:26])[O:27]1)[CH3:18]. (5) Given the reactants [F:1][C:2]([F:27])([F:26])[C:3]1[CH:8]=[CH:7][C:6]([C:9]2[CH:10]=[C:11]([O:15][C:16]3[C:21]4[N:22]=[C:23]([NH2:25])[S:24][C:20]=4[CH:19]=[CH:18][CH:17]=3)[CH:12]=[N:13][CH:14]=2)=[CH:5][CH:4]=1.[C:28](OC(=O)C)(=[O:30])[CH3:29], predict the reaction product. The product is: [F:27][C:2]([F:1])([F:26])[C:3]1[CH:8]=[CH:7][C:6]([C:9]2[CH:10]=[C:11]([O:15][C:16]3[C:21]4[N:22]=[C:23]([NH:25][C:28](=[O:30])[CH3:29])[S:24][C:20]=4[CH:19]=[CH:18][CH:17]=3)[CH:12]=[N:13][CH:14]=2)=[CH:5][CH:4]=1.